From a dataset of Experimentally validated miRNA-target interactions with 360,000+ pairs, plus equal number of negative samples. Binary Classification. Given a miRNA mature sequence and a target amino acid sequence, predict their likelihood of interaction. (1) The miRNA is hsa-miR-346 with sequence UGUCUGCCCGCAUGCCUGCCUCU. The protein sequence of the target gene is MAAVILESIFLKRSQQKKKTSPLNFKKRLFLLTVHKLSYYEYDFERGRRGSKKGSIDVEKITCVETVVPEKNPPPERQIPRRGEESSEMEQISIIERFPYPFQVVYDEGPLYVFSPTEELRKRWIHQLKNVIRYNSDLVQKYHPCFWIDGQYLCCSQTAKNAMGCQILENRNGSLKPGSSHRKTKKPLPPTPEEDQILKKPLPPEPAAAPVSTSELKKVVALYDYMPMNANDLQLRKGDEYFILEESNLPWWRARDKNGQEGYIPSNYVTEAEDSIEMYEWYSKHMTRSQAEQLLKQEGK.... Result: 1 (interaction). (2) The miRNA is rno-miR-182 with sequence UUUGGCAAUGGUAGAACUCACACCG. The protein sequence of the target gene is MNTAPSRPSPTRRDPYSFGDSRDTRRDRSPIRGSPRREPRDGRNGRDARDSRDIRDPRDLRDRRDSRDIRDHRDSRSVREARDLRDFRDFRDLRDSRDFRDHRDPVYDRYRDIRDSRDPLYRREGSYDRYLRVDDYCRRKDDSYFDRYRDSFDGRGPPGPESQSRAKERLKREERRREELYRRYFEEIQRRFDAERPVDCSVIVVNKQTKDYAESVGRKVRDLGMVVDLIFLNTEVSLSQALEDVSRGGSPFAIVITQQHQIHRSCTVNIMFGTPQEHRNMPQADAMVLVARNYERYKND.... Result: 0 (no interaction). (3) The miRNA is mmu-miR-344f-3p with sequence CUCUAGCCAGGACCUGACUAC. The protein sequence of the target gene is MESGARPIGSSCSSPAALSREYKLVMLGAGGVGKSAMTMQFISHRFPEDHDPTIEDAYKIRIRIDDEPANLDILDTAGQAEFTAMRDQYMRAGEGFIICYSITDRRSFHEVREFKQLIYRVRRTDDTPVVLVGNKSDLKQLRQVSKEEGLSLAREFSCPFFETSAAYRYYIDDVFHALVREIRKKEKELVLAMEKKAKPKNSVWKRLKSPFRRKKDSVT. Result: 0 (no interaction). (4) The miRNA is hsa-let-7b-5p with sequence UGAGGUAGUAGGUUGUGUGGUU. The protein sequence of the target gene is MAKYGEHEASPDNGQNEFSDIIKSRSDEHNDVQKKTFTKWINARFSKSGKPPINDMFTDLKDGRKLLDLLEGLTGTSLPKERGSTRVHALNNVNRVLQVLHQNNVELVNIGGTDIVDGNHKLTLGLLWSIILHWQVKDVMKDVMSDLQQTNSEKILLSWVRQTTRPYSQVNVLNFTTSWTDGLAFNAVLHRHKPDLFSWDKVVKMSPIERLEHAFSKAQTYLGIEKLLDPEDVAVQLPDKKSIIMYLTSLFEVLPQQVTIDAIREVETLPRKYKKECEEEAINIQSTAPEEEHESPRAET.... Result: 1 (interaction). (5) The miRNA is hsa-miR-4710 with sequence GGGUGAGGGCAGGUGGUU. The protein sequence of the target gene is MTAASRANPYSIVSSEEDGLHLVTMSGANGFGNGKVHTRRRCRNRFVKKNGQCNIEFANMDEKSQRYLADMFTTCVDIRWRYMLLIFSLAFLASWLLFGIIFWVIAVAHGDLEPAEGRGRTPCVLQVHGFMAAFLFSIETQTTIGYGLRCVTEECPVAVFMVVAQSIVGCIIDSFMIGAIMAKMARPKKRAQTLLFSHNAVVALRDGKLCLMWRVGNLRKSHIVEAHVRAQLIKPRVTEEGEYIPLDQIDIDVGFDKGLDRIFLVSPITILHEIDEASPLFGISRQDLETDDFEIVVILE.... Result: 0 (no interaction).